From a dataset of Forward reaction prediction with 1.9M reactions from USPTO patents (1976-2016). Predict the product of the given reaction. Given the reactants [CH3:1][O:2][C:3]1[CH:26]=[CH:25][C:6]([C:7]([NH:9][C:10]2[CH:15]=[CH:14][CH:13]=[CH:12][C:11]=2[NH:16][C:17]2[CH:22]=[CH:21][C:20]([O:23][CH3:24])=[CH:19][CH:18]=2)=O)=[CH:5][CH:4]=1, predict the reaction product. The product is: [CH3:24][O:23][C:20]1[CH:21]=[CH:22][C:17]([N:16]2[C:11]3[CH:12]=[CH:13][CH:14]=[CH:15][C:10]=3[N:9]=[C:7]2[C:6]2[CH:25]=[CH:26][C:3]([O:2][CH3:1])=[CH:4][CH:5]=2)=[CH:18][CH:19]=1.